This data is from Forward reaction prediction with 1.9M reactions from USPTO patents (1976-2016). The task is: Predict the product of the given reaction. (1) Given the reactants Br[C:2]1[C:3]([O:9][CH3:10])=[N:4][C:5]([Cl:8])=[CH:6][CH:7]=1.CC([O-])(C)C.[Na+].[C:17]([CH2:19][C:20](OC(C)(C)C)=O)#[N:18], predict the reaction product. The product is: [Cl:8][C:5]1[N:4]=[C:3]([O:9][CH3:10])[C:2]([CH:19]([CH3:20])[C:17]#[N:18])=[CH:7][CH:6]=1. (2) Given the reactants [NH2:1][C@@H:2]1[CH2:7][CH2:6][CH2:5][CH2:4][C@H:3]1[NH2:8].[N:9]1[CH:14]=[CH:13][CH:12]=[CH:11][C:10]=1[CH:15]=O, predict the reaction product. The product is: [N:9]1[CH:14]=[CH:13][CH:12]=[CH:11][C:10]=1[CH:15]=[N:1][C@@H:2]1[CH2:7][CH2:6][CH2:5][CH2:4][C@H:3]1[N:8]=[CH:15][C:10]1[CH:11]=[CH:12][CH:13]=[CH:14][N:9]=1.